Dataset: Reaction yield outcomes from USPTO patents with 853,638 reactions. Task: Predict the reaction yield, written as a fraction of the theoretical maximum amount of product (1.0 means a 100% yield; for example, 0.34 means a 34% yield). (1) The reactants are [C@H]1(N[C:12]([C@@H:14]2[CH2:23]C3C(=CC(OS(C(F)(F)F)(=O)=O)=CC=3)[CH2:16][N:15]2[C:32]([O:34][C:35]([CH3:38])([CH3:37])[CH3:36])=[O:33])=[O:13])C2C(=CC=CC=2)CCC1.[NH2:39][C@@H:40]([C:69]([CH3:72])([CH3:71])[CH3:70])[C:41]([N:43]1[C@H:52]([C:53]([NH:55][C@H:56]2[C:65]3[C:60](=[CH:61][CH:62]=[CH:63][CH:64]=3)[CH2:59][CH2:58][CH2:57]2)=[O:54])[CH2:51][C:50]2[C:45](=[CH:46][C:47]([N+:66]([O-:68])=[O:67])=[CH:48][CH:49]=2)[CH2:44]1)=[O:42].C(OC(N(C)[C@@H](C)C(O)=O)=O)(C)(C)C. No catalyst specified. The product is [CH3:70][C:69]([CH3:72])([CH3:71])[C@H:40]([NH:39][C:12](=[O:13])[C@@H:14]([N:15]([CH3:16])[C:32](=[O:33])[O:34][C:35]([CH3:36])([CH3:38])[CH3:37])[CH3:23])[C:41]([N:43]1[C@H:52]([C:53](=[O:54])[NH:55][C@H:56]2[C:65]3[C:60](=[CH:61][CH:62]=[CH:63][CH:64]=3)[CH2:59][CH2:58][CH2:57]2)[CH2:51][C:50]2[C:45](=[CH:46][C:47]([N+:66]([O-:68])=[O:67])=[CH:48][CH:49]=2)[CH2:44]1)=[O:42]. The yield is 0.970. (2) The product is [CH2:65]([O:67][C:68](=[O:76])[C:69]1[C:74]([NH:75][C:2]2[C:3]3[O:18][CH2:17][CH2:16][C:4]=3[N:5]=[C:6]([C:8]3[CH:13]=[C:12]([Cl:14])[CH:11]=[CH:10][C:9]=3[F:15])[N:7]=2)=[CH:73][CH:72]=[N:71][CH:70]=1)[CH3:66]. The yield is 0.210. The catalyst is O1CCOCC1.CC([O-])=O.CC([O-])=O.[Pd+2]. The reactants are Cl[C:2]1[C:3]2[O:18][CH2:17][CH2:16][C:4]=2[N:5]=[C:6]([C:8]2[CH:13]=[C:12]([Cl:14])[CH:11]=[CH:10][C:9]=2[F:15])[N:7]=1.C1C=CC(P(C2C(C3C(P(C4C=CC=CC=4)C4C=CC=CC=4)=CC=C4C=3C=CC=C4)=C3C(C=CC=C3)=CC=2)C2C=CC=CC=2)=CC=1.[CH2:65]([O:67][C:68](=[O:76])[C:69]1[C:74]([NH2:75])=[CH:73][CH:72]=[N:71][CH:70]=1)[CH3:66].C([O-])([O-])=O.[Cs+].[Cs+]. (3) The reactants are [CH2:1]([C:3]1[CH:4]=[C:5]([C:12]2([C:18]3[CH:23]=[CH:22][CH:21]=[CH:20][CH:19]=3)[O:17][CH2:16][CH2:15][CH2:14][O:13]2)[CH:6]=[CH:7][C:8]=1[N+:9]([O-:11])=[O:10])[CH3:2].[CH2:24]=[O:25]. The catalyst is CS(C)=O.C(Cl)Cl. The product is [OH:25][CH2:24][CH:1]([C:3]1[CH:4]=[C:5]([C:12]2([C:18]3[CH:23]=[CH:22][CH:21]=[CH:20][CH:19]=3)[O:17][CH2:16][CH2:15][CH2:14][O:13]2)[CH:6]=[CH:7][C:8]=1[N+:9]([O-:11])=[O:10])[CH3:2]. The yield is 1.10. (4) The reactants are S(C)C.[C:4]([O:8][C:9]([N:11]1[CH2:16][CH:15]([N:17]2[C:26]3[CH:25]=[CH:24][CH:23]=[C:22]([Cl:27])[C:21]=3[C:20]3=[N:28][O:29][C:30]([CH3:31])=[C:19]3[C:18]2=[O:32])[CH2:14][CH:13]([C:33](O)=[O:34])[CH2:12]1)=[O:10])([CH3:7])([CH3:6])[CH3:5]. The catalyst is C1COCC1. The product is [C:4]([O:8][C:9]([N:11]1[CH2:12][CH:13]([CH2:33][OH:34])[CH2:14][CH:15]([N:17]2[C:26]3[CH:25]=[CH:24][CH:23]=[C:22]([Cl:27])[C:21]=3[C:20]3=[N:28][O:29][C:30]([CH3:31])=[C:19]3[C:18]2=[O:32])[CH2:16]1)=[O:10])([CH3:7])([CH3:6])[CH3:5]. The yield is 0.660. (5) The reactants are [F:1][C:2]1[CH:7]=[CH:6][N:5]=[C:4]2[N:8]([Si:11]([CH:18]([CH3:20])[CH3:19])([CH:15]([CH3:17])[CH3:16])[CH:12]([CH3:14])[CH3:13])[CH:9]=[CH:10][C:3]=12.[Li]C(CC)C.[Cl:26]C(Cl)(Cl)C(Cl)(Cl)Cl. The catalyst is C1COCC1. The product is [Cl:26][C:7]1[C:2]([F:1])=[C:3]2[CH:10]=[CH:9][N:8]([Si:11]([CH:15]([CH3:17])[CH3:16])([CH:18]([CH3:20])[CH3:19])[CH:12]([CH3:13])[CH3:14])[C:4]2=[N:5][CH:6]=1. The yield is 0.620. (6) The reactants are [Cl:1][C:2]1[CH:10]=[CH:9][C:5]([CH2:6][C:7]#[N:8])=[C:4]([O:11][CH3:12])[CH:3]=1.[Cl:13][C:14]1[C:15]([F:22])=[C:16]([CH:19]=[CH:20][CH:21]=1)[CH:17]=O.C[O-].[Na+]. The catalyst is CO. The yield is 0.650. The product is [Cl:13][C:14]1[C:15]([F:22])=[C:16](/[CH:17]=[C:6](/[C:5]2[CH:9]=[CH:10][C:2]([Cl:1])=[CH:3][C:4]=2[O:11][CH3:12])\[C:7]#[N:8])[CH:19]=[CH:20][CH:21]=1. (7) The reactants are CCN(C(C)C)C(C)C.[Br:10][C:11]1[CH:19]=[CH:18][C:17]([F:20])=[CH:16][C:12]=1[C:13]([OH:15])=O.CCN=C=NCCCN(C)C.C1C=CC2N(O)N=NC=2C=1.[O:42]=[C:43]([N:61]1[CH2:66][CH2:65][NH:64][CH2:63][CH2:62]1)[CH2:44][NH:45][C:46](=[O:60])[C:47]1[CH:52]=[CH:51][C:50]([NH:53][C:54]2[CH:59]=[CH:58][CH:57]=[CH:56][CH:55]=2)=[CH:49][CH:48]=1.Cl. The catalyst is CN(C=O)C.O. The product is [Br:10][C:11]1[CH:19]=[CH:18][C:17]([F:20])=[CH:16][C:12]=1[C:13]([N:64]1[CH2:65][CH2:66][N:61]([C:43](=[O:42])[CH2:44][NH:45][C:46](=[O:60])[C:47]2[CH:48]=[CH:49][C:50]([NH:53][C:54]3[CH:55]=[CH:56][CH:57]=[CH:58][CH:59]=3)=[CH:51][CH:52]=2)[CH2:62][CH2:63]1)=[O:15]. The yield is 0.500. (8) The reactants are [C:1]([O:10]C)(=O)[C:2]1[C:3](=[CH:5][CH:6]=[CH:7][CH:8]=1)[NH2:4].[C:12](OCC)(=[O:19])[CH2:13][C:14]([O:16][CH2:17][CH3:18])=[O:15].[O-]CC.[Na+]. The catalyst is C(O)C. The product is [OH:10][C:1]1[C:2]2[C:3](=[CH:5][CH:6]=[CH:7][CH:8]=2)[NH:4][C:12](=[O:19])[C:13]=1[C:14]([O:16][CH2:17][CH3:18])=[O:15]. The yield is 0.860. (9) The reactants are [N+:1]([C:4]1[CH:12]=[CH:11][CH:10]=[C:9]2[C:5]=1[CH:6]=[CH:7][N:8]2[CH2:13][C:14]1[CH:19]=[CH:18][N:17]=[C:16]2[NH:20][CH:21]=[CH:22][C:15]=12)([O-:3])=[O:2].[CH3:23][C:24]([O:27][C:28](O[C:28]([O:27][C:24]([CH3:26])([CH3:25])[CH3:23])=[O:29])=[O:29])([CH3:26])[CH3:25]. The catalyst is CN(C)C1C=CN=CC=1.C(Cl)Cl. The product is [N+:1]([C:4]1[CH:12]=[CH:11][CH:10]=[C:9]2[C:5]=1[CH:6]=[CH:7][N:8]2[CH2:13][C:14]1[CH:19]=[CH:18][N:17]=[C:16]2[N:20]([C:28]([O:27][C:24]([CH3:26])([CH3:25])[CH3:23])=[O:29])[CH:21]=[CH:22][C:15]=12)([O-:3])=[O:2]. The yield is 0.730. (10) The reactants are Cl.Cl.[Cl:3][C:4]1[CH:9]=[CH:8][CH:7]=[CH:6][C:5]=1[CH:10]([N:14]1[CH2:19][CH2:18][N:17]2[CH2:20][CH2:21][CH2:22][C@@H:16]2[CH2:15]1)[C:11]([OH:13])=O.CCN(C(C)C)C(C)C.C1C=CC2N(O)N=NC=2C=1.O.CCN=C=NCCCN(C)C.Cl.[F:55][C:56]([F:70])([F:69])[C:57]1[CH:58]=[C:59]([NH:67][NH2:68])[CH:60]=[C:61]([C:63]([F:66])([F:65])[F:64])[CH:62]=1. The catalyst is C(Cl)Cl. The product is [F:55][C:56]([F:69])([F:70])[C:57]1[CH:58]=[C:59]([NH:67][NH:68][C:11](=[O:13])[CH:10]([C:5]2[CH:6]=[CH:7][CH:8]=[CH:9][C:4]=2[Cl:3])[N:14]2[CH2:19][CH2:18][N:17]3[CH2:20][CH2:21][CH2:22][C@@H:16]3[CH2:15]2)[CH:60]=[C:61]([C:63]([F:66])([F:64])[F:65])[CH:62]=1. The yield is 0.330.